Dataset: Forward reaction prediction with 1.9M reactions from USPTO patents (1976-2016). Task: Predict the product of the given reaction. (1) Given the reactants [C:1]1([CH2:7][OH:8])[CH2:6][CH2:5][CH2:4][CH2:3][CH:2]=1.[H-].[Na+].Cl[CH2:12][C:13]1[CH:18]=[CH:17][C:16]([O:19][CH3:20])=[CH:15][CH:14]=1, predict the reaction product. The product is: [C:1]1([CH2:7][O:8][CH2:12][C:13]2[CH:18]=[CH:17][C:16]([O:19][CH3:20])=[CH:15][CH:14]=2)[CH2:6][CH2:5][CH2:4][CH2:3][CH:2]=1. (2) Given the reactants [OH:1][CH2:2][C:3]1[CH:22]=[CH:21][C:6]([O:7][CH2:8]/[C:9](/[C:13]2[CH:20]=[CH:19][C:16]([C:17]#[N:18])=[CH:15][CH:14]=2)=[N:10]\[O:11][CH3:12])=[CH:5][CH:4]=1.O[C:24]1[CH:29]=[CH:28][C:27]([CH2:30][CH2:31][C:32]([O:34]C)=[O:33])=[C:26]([O:36][CH3:37])[CH:25]=1, predict the reaction product. The product is: [C:17]([C:16]1[CH:15]=[CH:14][C:13](/[C:9](=[N:10]/[O:11][CH3:12])/[CH2:8][O:7][C:6]2[CH:5]=[CH:4][C:3]([CH2:2][O:1][C:24]3[CH:29]=[CH:28][C:27]([CH2:30][CH2:31][C:32]([OH:34])=[O:33])=[C:26]([O:36][CH3:37])[CH:25]=3)=[CH:22][CH:21]=2)=[CH:20][CH:19]=1)#[N:18]. (3) Given the reactants [CH3:1][N:2]([CH:10]1[CH2:15][CH2:14][CH:13]([O:16][C:17]2[C:28]3[C:27]4[C@@H:26]([CH2:29]C=O)[CH2:25][CH2:24][C:23]=4[S:22][C:21]=3[N:20]=[CH:19][N:18]=2)[CH2:12][CH2:11]1)[C:3](=[O:9])[O:4][C:5]([CH3:8])([CH3:7])[CH3:6].CO[CH:34]([O:37][CH3:38])[O:35][CH3:36].CC1C=CC(S(O)(=O)=O)=CC=1, predict the reaction product. The product is: [CH3:38][O:37][CH:34]([O:35][CH3:36])[CH2:29][C@H:26]1[CH2:25][CH2:24][C:23]2[S:22][C:21]3[N:20]=[CH:19][N:18]=[C:17]([O:16][CH:13]4[CH2:12][CH2:11][CH:10]([N:2]([CH3:1])[C:3](=[O:9])[O:4][C:5]([CH3:7])([CH3:6])[CH3:8])[CH2:15][CH2:14]4)[C:28]=3[C:27]1=2.